This data is from Human liver microsome stability data. The task is: Regression/Classification. Given a drug SMILES string, predict its absorption, distribution, metabolism, or excretion properties. Task type varies by dataset: regression for continuous measurements (e.g., permeability, clearance, half-life) or binary classification for categorical outcomes (e.g., BBB penetration, CYP inhibition). Dataset: hlm. The drug is O=C(CCCCCCC(=O)Nc1ccccc1)NOC(c1ccccc1)(c1ccccc1)c1ccccc1. The result is 1 (stable in human liver microsomes).